This data is from Catalyst prediction with 721,799 reactions and 888 catalyst types from USPTO. The task is: Predict which catalyst facilitates the given reaction. (1) Reactant: [NH2:1][C:2]1([NH2:23])[NH:11][C:10](=[O:12])[C:9]2[C:4](=[N:5][CH:6]=[C:7]([C:13]3[CH:18]=[CH:17][C:16]([O:19][CH3:20])=[C:15]([O:21][CH3:22])[CH:14]=3)[N:8]=2)[NH:3]1.[C:24](OC(=O)C)(=[O:26])[CH3:25]. Product: [C:24]([NH:23][C:2]1([NH2:1])[NH:11][C:10](=[O:12])[C:9]2[C:4](=[N:5][CH:6]=[C:7]([C:13]3[CH:18]=[CH:17][C:16]([O:19][CH3:20])=[C:15]([O:21][CH3:22])[CH:14]=3)[N:8]=2)[NH:3]1)(=[O:26])[CH3:25]. The catalyst class is: 15. (2) Reactant: [C:1]([O:5][C:6](=[O:28])[CH2:7][CH2:8][C:9]1[CH:14]=[CH:13][C:12]([OH:15])=[CH:11][C:10]=1[CH2:16][N:17]1[C:25](=[O:26])[C:24]2[C:19](=[CH:20][CH:21]=[CH:22][CH:23]=2)[C:18]1=[O:27])([CH3:4])([CH3:3])[CH3:2].[CH3:29][C:30]1[O:34][C:33]([C:35]2[CH:40]=[CH:39][CH:38]=[CH:37][CH:36]=2)=[N:32][C:31]=1[CH2:41][CH2:42]OS(C1C=CC(C)=CC=1)(=O)=O.CN(C=O)C.C(=O)([O-])[O-].[Cs+].[Cs+]. Product: [C:1]([O:5][C:6](=[O:28])[CH2:7][CH2:8][C:9]1[CH:14]=[CH:13][C:12]([O:15][CH2:42][CH2:41][C:31]2[N:32]=[C:33]([C:35]3[CH:40]=[CH:39][CH:38]=[CH:37][CH:36]=3)[O:34][C:30]=2[CH3:29])=[CH:11][C:10]=1[CH2:16][N:17]1[C:18](=[O:27])[C:19]2[C:24](=[CH:23][CH:22]=[CH:21][CH:20]=2)[C:25]1=[O:26])([CH3:4])([CH3:2])[CH3:3]. The catalyst class is: 69.